From a dataset of Cav3 T-type calcium channel HTS with 100,875 compounds. Binary Classification. Given a drug SMILES string, predict its activity (active/inactive) in a high-throughput screening assay against a specified biological target. (1) The drug is S(c1nc2oc(c(c2c(n1)N)C)C)CC(=O)NCCc1cc(OC)c(OC)cc1. The result is 0 (inactive). (2) The compound is S(=O)(=O)(N1CCCC1)c1ccc(cc1)c1oc(SCC(=O)N)nn1. The result is 0 (inactive). (3) The drug is S(=O)(=O)(NC(=S)NCC)c1ccc(CC)cc1. The result is 0 (inactive). (4) The molecule is Clc1c(C(=O)c2cn(c(c2)C(=O)N\N=C(/N)COc2ccccc2)C)ccc(Cl)c1. The result is 1 (active). (5) The drug is Clc1cc(CSc2[nH]c(N)cc(=O)n2)ccc1. The result is 0 (inactive).